This data is from Peptide-MHC class II binding affinity with 134,281 pairs from IEDB. The task is: Regression. Given a peptide amino acid sequence and an MHC pseudo amino acid sequence, predict their binding affinity value. This is MHC class II binding data. (1) The peptide sequence is SNKAFAEGLSGEPKG. The MHC is HLA-DQA10301-DQB10302 with pseudo-sequence HLA-DQA10301-DQB10302. The binding affinity (normalized) is 0.266. (2) The peptide sequence is APEVKYTVFETALEK. The MHC is HLA-DQA10301-DQB10302 with pseudo-sequence HLA-DQA10301-DQB10302. The binding affinity (normalized) is 0.518.